Dataset: Full USPTO retrosynthesis dataset with 1.9M reactions from patents (1976-2016). Task: Predict the reactants needed to synthesize the given product. (1) The reactants are: [F:1][CH:2]([C:5]1[C:6]2[CH2:7][C:8]([CH3:29])([CH3:28])[N:9]=[C:10]([C:22]3[CH:27]=[CH:26][CH:25]=[CH:24][CH:23]=3)[C:11]=2[C:12]2[CH2:19][C:18]([CH3:21])([CH3:20])[O:17][C:13]=2[C:14]=1[O:15][CH3:16])[C:3]#[N:4].C([Li])(C)(C)C.CCCCC.C1C=CC(S(N(S(C2C=CC=CC=2)(=O)=O)[F:50])(=O)=O)=CC=1. Given the product [F:1][C:2]([F:50])([C:5]1[C:6]2[CH2:7][C:8]([CH3:29])([CH3:28])[N:9]=[C:10]([C:22]3[CH:27]=[CH:26][CH:25]=[CH:24][CH:23]=3)[C:11]=2[C:12]2[CH2:19][C:18]([CH3:21])([CH3:20])[O:17][C:13]=2[C:14]=1[O:15][CH3:16])[C:3]#[N:4], predict the reactants needed to synthesize it. (2) Given the product [CH:19]([O:18][C:17]([N:3]1[CH2:8][CH2:7][C:6](=[O:9])[CH2:5][CH2:4]1)=[O:22])([CH3:21])[CH3:20], predict the reactants needed to synthesize it. The reactants are: O.Cl.[NH:3]1[CH2:8][CH2:7][C:6](=[O:9])[CH2:5][CH2:4]1.C(N(CC)CC)C.[C:17](Cl)(=[O:22])[O:18][CH:19]([CH3:21])[CH3:20].O. (3) Given the product [CH3:15][N:4]1[C:5]2[C:10](=[CH:9][C:8]([C:11]([F:14])([F:13])[F:12])=[CH:7][CH:6]=2)[C:2]([Sn:25]([CH2:27][CH2:28][CH2:29][CH3:30])([CH2:31][CH2:32][CH2:33][CH3:34])[CH2:21][CH2:22][CH2:23][CH3:24])=[N:3]1, predict the reactants needed to synthesize it. The reactants are: I[C:2]1[C:10]2[C:5](=[CH:6][CH:7]=[C:8]([C:11]([F:14])([F:13])[F:12])[CH:9]=2)[N:4]([CH3:15])[N:3]=1.C([Mg]Cl)(C)C.[CH2:21]([Sn:25]([CH2:31][CH2:32][CH2:33][CH3:34])([CH2:27][CH2:28][CH2:29][CH3:30])Cl)[CH2:22][CH2:23][CH3:24]. (4) Given the product [NH2:1][C:2]1[N:10]=[C:9]2[C:5]([N:6]=[C:7]([S:11][CH3:12])[N:8]2[CH3:30])=[C:4]([N:13]2[CH2:18][CH2:17][N:16]([C:19](=[O:29])[CH2:20][O:21][C:22]3[CH:27]=[CH:26][C:25]([Cl:28])=[CH:24][CH:23]=3)[CH2:15][CH2:14]2)[N:3]=1, predict the reactants needed to synthesize it. The reactants are: [NH2:1][C:2]1[N:10]=[C:9]2[C:5]([N:6]=[C:7]([S:11][CH3:12])[NH:8]2)=[C:4]([N:13]2[CH2:18][CH2:17][N:16]([C:19](=[O:29])[CH2:20][O:21][C:22]3[CH:27]=[CH:26][C:25]([Cl:28])=[CH:24][CH:23]=3)[CH2:15][CH2:14]2)[N:3]=1.[CH3:30]I. (5) Given the product [CH2:1]([O:8][C:9]1[CH:14]=[C:13]([O:15][CH3:16])[CH:12]=[CH:11][C:10]=1[CH:17]1[CH2:21][N:20]([C:22]2[CH:23]=[C:24]([CH:27]=[CH:28][CH:29]=2)[C:25]([NH2:26])=[O:31])[C:19](=[O:30])[CH2:18]1)[C:2]1[CH:7]=[CH:6][CH:5]=[CH:4][CH:3]=1, predict the reactants needed to synthesize it. The reactants are: [CH2:1]([O:8][C:9]1[CH:14]=[C:13]([O:15][CH3:16])[CH:12]=[CH:11][C:10]=1[CH:17]1[CH2:21][N:20]([C:22]2[CH:23]=[C:24]([CH:27]=[CH:28][CH:29]=2)[C:25]#[N:26])[C:19](=[O:30])[CH2:18]1)[C:2]1[CH:7]=[CH:6][CH:5]=[CH:4][CH:3]=1.[OH-:31].[Na+].OO. (6) Given the product [Cl:1][C:2]1[CH:11]=[C:10]2[C:5]([NH:6][C:7](=[O:20])[C:8]3[N:9]2[N:12]=[C:13]([C:15]([OH:17])=[O:16])[N:14]=3)=[CH:4][CH:3]=1, predict the reactants needed to synthesize it. The reactants are: [Cl:1][C:2]1[CH:11]=[C:10]2[C:5]([NH:6][C:7](=[O:20])[C:8]3[N:9]2[N:12]=[C:13]([C:15]([O:17]CC)=[O:16])[N:14]=3)=[CH:4][CH:3]=1.[OH-].[Na+].O. (7) Given the product [CH3:1][S:2]([C:5]1[CH:10]=[C:9]([C:11]2[CH:16]=[CH:15][CH:14]=[CH:13][CH:12]=2)[C:8]([CH:17]=[O:18])=[CH:7][CH:6]=1)(=[O:3])=[O:4], predict the reactants needed to synthesize it. The reactants are: [CH3:1][S:2]([C:5]1[CH:6]=[CH:7][C:8]([CH2:17][OH:18])=[C:9]([C:11]2[CH:16]=[CH:15][CH:14]=[CH:13][CH:12]=2)[CH:10]=1)(=[O:4])=[O:3].CC(OI1(OC(C)=O)(OC(C)=O)OC(=O)C2C=CC=CC1=2)=O. (8) Given the product [CH2:54]([O:53][CH:51]([C:42]1[C:41]2[C:46](=[CH:47][CH:48]=[C:39]([C:34]3[CH:35]=[CH:36][CH:37]=[CH:38][C:33]=3[O:32][CH3:31])[CH:40]=2)[NH:45][C:44]([CH3:50])([CH3:49])[CH:43]=1)[CH3:52])/[CH:55]=[CH:56]/[CH3:57], predict the reactants needed to synthesize it. The reactants are: C(OC(N1C2C(=CC(C3C=CC=CC=3OC)=CC=2)C(C(O)C)=CC1(C)C)=O)(C)(C)C.[CH3:31][O:32][C:33]1[CH:38]=[CH:37][CH:36]=[CH:35][C:34]=1[C:39]1[CH:40]=[C:41]2[C:46](=[CH:47][CH:48]=1)[NH:45][C:44]([CH3:50])([CH3:49])[CH:43]=[C:42]2[CH:51]([O:53][CH2:54][CH2:55][CH2:56][C:57]1C=CC=CC=1)[CH3:52].C[Si]([N-][Si](C)(C)C)(C)C.[Na+]. (9) Given the product [Cl:1][C:2]1[CH:10]=[CH:9][C:8]2[CH2:11][CH2:12][NH:13][CH2:14][CH2:15][N:6]3[C:7]=2[C:3]=1[CH:4]1[CH2:18][CH2:17][CH2:16][CH:5]13, predict the reactants needed to synthesize it. The reactants are: [Cl:1][C:2]1[CH:10]=[CH:9][C:8]2[CH2:11][CH2:12][NH:13][CH2:14][CH2:15][N:6]3[C:7]=2[C:3]=1[C:4]1[CH2:18][CH2:17][CH2:16][C:5]=13.C([BH3-])#N.[Na+].